Task: Predict the product of the given reaction.. Dataset: Forward reaction prediction with 1.9M reactions from USPTO patents (1976-2016) (1) Given the reactants I[C:2]1[N:3]=[C:4]([CH3:16])[N:5]([C:8]2[CH:13]=[CH:12][N:11]([CH3:14])[C:10](=[O:15])[CH:9]=2)[C:6]=1[CH3:7].[C:17]([C:19]1[CH:24]=[CH:23][CH:22]=[C:21]([F:25])[CH:20]=1)#[CH:18], predict the reaction product. The product is: [F:25][C:21]1[CH:20]=[C:19]([C:17]#[C:18][C:2]2[N:3]=[C:4]([CH3:16])[N:5]([C:8]3[CH:13]=[CH:12][N:11]([CH3:14])[C:10](=[O:15])[CH:9]=3)[C:6]=2[CH3:7])[CH:24]=[CH:23][CH:22]=1. (2) Given the reactants [S:1]1[C:9]2[C:4](=[N:5][CH:6]=[CH:7][C:8]=2[OH:10])[CH:3]=[CH:2]1.[Br:11]Br, predict the reaction product. The product is: [Br:11][C:7]1[C:8]([OH:10])=[C:9]2[S:1][CH:2]=[CH:3][C:4]2=[N:5][CH:6]=1. (3) Given the reactants [N+:1]([C:4]1[CH:5]=[C:6]([CH:9]=[CH:10][C:11]=1Cl)[C:7]#[N:8])([O-:3])=[O:2].[NH2:13][CH2:14][CH2:15][CH2:16][CH2:17][OH:18].C([O-])([O-])=O.[K+].[K+], predict the reaction product. The product is: [C:7]([C:6]1[CH:9]=[CH:10][C:11]([NH:13][CH2:14][CH2:15][CH2:16][CH2:17][OH:18])=[C:4]([N+:1]([O-:3])=[O:2])[CH:5]=1)#[N:8]. (4) Given the reactants O1C2=CN=CC=C2C(=O)C1.C(OC([C:16]1[O:25][C:19]2=[C:20]([CH3:24])[N:21]=[CH:22][CH:23]=[C:18]2[C:17]=1[OH:26])=O)C, predict the reaction product. The product is: [CH3:24][C:20]1[N:21]=[CH:22][CH:23]=[C:18]2[C:17](=[O:26])[CH2:16][O:25][C:19]=12. (5) Given the reactants Cl[C:2]1[C:11]([F:12])=[C:10](Cl)[C:9]2[C:4](=[CH:5][CH:6]=[C:7]([O:14][CH2:15][CH3:16])[CH:8]=2)[N:3]=1, predict the reaction product. The product is: [CH2:15]([O:14][C:7]1[CH:8]=[C:9]2[C:4](=[CH:5][CH:6]=1)[N:3]=[CH:2][C:11]([F:12])=[CH:10]2)[CH3:16]. (6) Given the reactants [CH3:1][O:2][C:3]1[C:20]([N+:21]([O-:23])=[O:22])=[CH:19][C:6]2[NH:7][C:8](=[O:18])[CH2:9][N:10](C(=O)C(F)(F)F)[CH2:11][C:5]=2[CH:4]=1.N.CO, predict the reaction product. The product is: [CH3:1][O:2][C:3]1[C:20]([N+:21]([O-:23])=[O:22])=[CH:19][C:6]2[NH:7][C:8](=[O:18])[CH2:9][NH:10][CH2:11][C:5]=2[CH:4]=1. (7) Given the reactants [I:1][C:2]1[CH:7]=[CH:6][C:5]([N:8]2[CH:13]=[CH:12][CH:11]=[CH:10][C:9]2=S)=[CH:4][CH:3]=1.CI.N.CO.[CH2:20]([N:22](CC)CC)[CH3:21].C(Cl)(=[O:29])C, predict the reaction product. The product is: [I:1][C:2]1[CH:7]=[CH:6][C:5]([N:8]2[CH:13]=[CH:12][CH:11]=[CH:10]/[C:9]/2=[N:22]\[C:20](=[O:29])[CH3:21])=[CH:4][CH:3]=1. (8) Given the reactants [N:1]([C@@H:4]([C@H:8]([C:16]1[CH:24]=[CH:23][C:19]2[O:20][CH2:21][O:22][C:18]=2[CH:17]=1)[C:9]1[CH:14]=[CH:13][C:12]([Cl:15])=[CH:11][CH:10]=1)[C:5](O)=[O:6])=[N+]=[N-].[NH2:25][C:26]1[CH:56]=[CH:55][CH:54]=[C:53]([F:57])[C:27]=1[CH2:28][CH2:29][C@H:30]1[O:35][CH2:34][C@@H:33]([CH2:36][O:37][C:38](=[O:45])[NH:39][CH2:40][C:41]([F:44])([F:43])[F:42])[N:32](C(OC(C)(C)C)=O)[CH2:31]1, predict the reaction product. The product is: [O:20]1[C:19]2[CH:23]=[CH:24][C:16]([C@H:8]([C:9]3[CH:14]=[CH:13][C:12]([Cl:15])=[CH:11][CH:10]=3)[C@@H:4]([C:5]([NH:25][C:26]3[CH:56]=[CH:55][CH:54]=[C:53]([F:57])[C:27]=3[CH2:28][CH2:29][C@H:30]3[O:35][CH2:34][C@@H:33]([CH2:36][O:37][C:38](=[O:45])[NH:39][CH2:40][C:41]([F:43])([F:44])[F:42])[NH:32][CH2:31]3)=[O:6])[NH:1][C:21]([O:20][CH3:19])=[O:22])=[CH:17][C:18]=2[O:22][CH2:21]1. (9) The product is: [ClH:28].[CH3:1][S:2]([C:4]1[C:13]2[C:8](=[CH:9][CH:10]=[CH:11][C:12]=2[NH:14][CH:15]2[CH2:20][CH2:19][NH:18][CH2:17][CH2:16]2)[CH:7]=[N:6][CH:5]=1)=[O:3]. Given the reactants [CH3:1][S:2]([C:4]1[C:13]2[C:8](=[CH:9][CH:10]=[CH:11][C:12]=2[NH:14][CH:15]2[CH2:20][CH2:19][N:18](C(OC(C)(C)C)=O)[CH2:17][CH2:16]2)[CH:7]=[N:6][CH:5]=1)=[O:3].[ClH:28].CO, predict the reaction product. (10) Given the reactants [Cl:1][C:2]1[C:3]([F:20])=[C:4]([CH:17]=[CH:18][CH:19]=1)/[CH:5]=[C:6]1\[C:7](=[O:16])[NH:8][C:9]2[C:10]\1=[N:11][CH:12]=[C:13]([F:15])[CH:14]=2.[Li+].[OH-].[C:23]([C:25]1[CH:30]=[CH:29][C:28]([NH:31][C:32](=[O:41])[CH2:33]/[N:34]=[CH:35]/[CH2:36][C:37]([CH3:40])([CH3:39])[CH3:38])=[C:27]([O:42][CH3:43])[CH:26]=1)#[N:24], predict the reaction product. The product is: [Cl:1][C:2]1[C:3]([F:20])=[C:4]([CH:5]2[C:6]3([C:10]4=[N:11][CH:12]=[C:13]([F:15])[CH:14]=[C:9]4[NH:8][C:7]3=[O:16])[CH:35]([CH2:36][C:37]([CH3:40])([CH3:39])[CH3:38])[NH:34][CH:33]2[C:32]([NH:31][C:28]2[CH:29]=[CH:30][C:25]([C:23]#[N:24])=[CH:26][C:27]=2[O:42][CH3:43])=[O:41])[CH:17]=[CH:18][CH:19]=1.